This data is from Forward reaction prediction with 1.9M reactions from USPTO patents (1976-2016). The task is: Predict the product of the given reaction. (1) Given the reactants [NH2:1][C:2]1[S:3][C:4]([C:10]2[C:15]([F:16])=[CH:14][C:13]([C:17]([OH:20])([CH3:19])[CH3:18])=[CH:12][C:11]=2[F:21])=[CH:5][C:6]=1[C:7]([NH2:9])=[O:8].Br[C:23]1[CH:28]=[CH:27][C:26]([S:29]([N:32]2[CH2:37][CH2:36][O:35][CH2:34][CH2:33]2)(=[O:31])=[O:30])=[CH:25][CH:24]=1, predict the reaction product. The product is: [F:16][C:15]1[CH:14]=[C:13]([C:17]([OH:20])([CH3:18])[CH3:19])[CH:12]=[C:11]([F:21])[C:10]=1[C:4]1[S:3][C:2]([NH:1][C:23]2[CH:28]=[CH:27][C:26]([S:29]([N:32]3[CH2:33][CH2:34][O:35][CH2:36][CH2:37]3)(=[O:30])=[O:31])=[CH:25][CH:24]=2)=[C:6]([C:7]([NH2:9])=[O:8])[CH:5]=1. (2) Given the reactants [F:1][C:2]([F:35])([F:34])[C:3]1[CH:4]=[C:5]([C:13]([CH3:33])([CH3:32])[C:14]([N:16]([C:18]2[CH:19]=[N:20][C:21]([Cl:31])=[CH:22][C:23]=2[C:24]2[CH:29]=[CH:28][CH:27]=[CH:26][C:25]=2[CH3:30])[CH3:17])=[O:15])[CH:6]=[C:7]([C:9]([F:12])([F:11])[F:10])[CH:8]=1.C1C=C(Cl)C=C(C(OO)=[O:44])C=1.[OH-].[Na+], predict the reaction product. The product is: [F:35][C:2]([F:1])([F:34])[C:3]1[CH:4]=[C:5]([C:13]([CH3:33])([CH3:32])[C:14]([N:16]([C:18]2[C:23]([C:24]3[CH:29]=[CH:28][CH:27]=[CH:26][C:25]=3[CH3:30])=[CH:22][C:21]([Cl:31])=[N+:20]([O-:44])[CH:19]=2)[CH3:17])=[O:15])[CH:6]=[C:7]([C:9]([F:11])([F:10])[F:12])[CH:8]=1. (3) Given the reactants [Cl:1][C:2]1[CH:7]=[CH:6][C:5]([S:8](Cl)(=[O:10])=[O:9])=[CH:4][C:3]=1[N+:12]([O-:14])=[O:13].[C:15]1(N)[C:24]2[C:19](=[CH:20][CH:21]=[CH:22][CH:23]=2)[CH:18]=[CH:17][CH:16]=1.[N:26]1C=CC=CC=1, predict the reaction product. The product is: [C:20]1([C:4]2[C:3]([N+:12]([O-:14])=[O:13])=[C:2]([Cl:1])[CH:7]=[CH:6][C:5]=2[S:8]([NH2:26])(=[O:10])=[O:9])[C:19]2[C:24](=[CH:15][CH:16]=[CH:17][CH:18]=2)[CH:23]=[CH:22][CH:21]=1. (4) The product is: [ClH:42].[C:7]([N:10]1[CH2:11][CH2:12][N:13]([CH2:16][C:17]2[CH:22]=[CH:21][C:20]([C:23]3[CH:28]=[CH:27][C:26]([CH2:29][CH2:30][C:31]([NH:5][C:4]([NH2:6])=[NH:3])=[O:32])=[CH:25][C:24]=3[O:36][CH2:37][CH2:38][CH2:39][O:40][CH3:41])=[CH:19][CH:18]=2)[CH2:14][CH2:15]1)(=[O:9])[CH3:8]. Given the reactants [Na].Cl.[NH2:3][C:4]([NH2:6])=[NH:5].[C:7]([N:10]1[CH2:15][CH2:14][N:13]([CH2:16][C:17]2[CH:22]=[CH:21][C:20]([C:23]3[CH:28]=[CH:27][C:26]([CH2:29][CH2:30][C:31](OCC)=[O:32])=[CH:25][C:24]=3[O:36][CH2:37][CH2:38][CH2:39][O:40][CH3:41])=[CH:19][CH:18]=2)[CH2:12][CH2:11]1)(=[O:9])[CH3:8].[Cl:42]CCl.[Cl-].[Na+].O, predict the reaction product. (5) Given the reactants [F:1][C:2]1[CH:7]=[CH:6][C:5]([C:8]2([C:24]3[CH:29]=[CH:28][C:27]([F:30])=[CH:26][CH:25]=3)[O:12][C:11](=[O:13])[N:10]([CH2:14][C:15](O)=[O:16])[C@H:9]2[C:18]2[CH:23]=[CH:22][CH:21]=[CH:20][CH:19]=2)=[CH:4][CH:3]=1.[OH-].[NH4+:32], predict the reaction product. The product is: [F:1][C:2]1[CH:3]=[CH:4][C:5]([C:8]2([C:24]3[CH:25]=[CH:26][C:27]([F:30])=[CH:28][CH:29]=3)[O:12][C:11](=[O:13])[N:10]([CH2:14][C:15]([NH2:32])=[O:16])[C@H:9]2[C:18]2[CH:19]=[CH:20][CH:21]=[CH:22][CH:23]=2)=[CH:6][CH:7]=1. (6) The product is: [Cl:18][C:19]1[CH:25]=[C:24]([CH3:26])[C:22]([NH:23][C:2]2[N:6]([CH3:7])[C:5]3[C:8]([CH:13]([CH2:16][CH3:17])[CH2:14][CH3:15])=[CH:9][CH:10]=[C:11]([CH3:12])[C:4]=3[N:3]=2)=[C:21]([O:27][CH3:28])[CH:20]=1. Given the reactants Cl[C:2]1[N:6]([CH3:7])[C:5]2[C:8]([CH:13]([CH2:16][CH3:17])[CH2:14][CH3:15])=[CH:9][CH:10]=[C:11]([CH3:12])[C:4]=2[N:3]=1.[Cl:18][C:19]1[CH:25]=[C:24]([CH3:26])[C:22]([NH2:23])=[C:21]([O:27][CH3:28])[CH:20]=1.CN1CCCC1=O, predict the reaction product. (7) Given the reactants [CH3:1][O:2][C:3]([C:5]1[NH:6][CH:7]=[CH:8][CH:9]=1)=[O:4].CCC([O-])(C)C.[K+].C1(C)C=CC=CC=1.ClC1C=CC(C(O[NH2:32])=O)=CC=1, predict the reaction product. The product is: [CH3:1][O:2][C:3]([C:5]1[N:6]([NH2:32])[CH:7]=[CH:8][CH:9]=1)=[O:4]. (8) The product is: [Cl:29][C:22]1[CH:23]=[N+:24]([O-:28])[CH:25]=[C:26]([Cl:27])[C:21]=1[CH2:20][C@@H:19]([C:30]1[CH:35]=[CH:34][C:33]([O:36][CH:37]([F:38])[F:39])=[C:32]([O:40][CH2:41][CH:42]2[CH2:43][CH2:44]2)[CH:31]=1)[O:18][C:16](=[O:17])[C:15]1[CH:14]=[CH:13][C:12]([S:9](=[O:11])(=[O:10])[NH:8][CH2:47][CH2:48][N:49]([CH3:51])[CH3:50])=[CH:46][CH:45]=1. Given the reactants C(OC([N:8]([CH2:47][CH2:48][N:49]([CH3:51])[CH3:50])[S:9]([C:12]1[CH:46]=[CH:45][C:15]([C:16]([O:18][C@H:19]([C:30]2[CH:35]=[CH:34][C:33]([O:36][CH:37]([F:39])[F:38])=[C:32]([O:40][CH2:41][CH:42]3[CH2:44][CH2:43]3)[CH:31]=2)[CH2:20][C:21]2[C:26]([Cl:27])=[CH:25][N+:24]([O-:28])=[CH:23][C:22]=2[Cl:29])=[O:17])=[CH:14][CH:13]=1)(=[O:11])=[O:10])=O)(C)(C)C.Cl.O1CCOCC1, predict the reaction product. (9) The product is: [Cl:1][C:2]1[C:11]2[CH2:10][CH2:9][CH:8]([CH:12]([OH:13])[CH3:14])[CH2:7][C:6]=2[N:5]=[CH:4][N:3]=1. Given the reactants [Cl:1][C:2]1[C:11]2[CH2:10][CH2:9][CH:8]([CH:12]=[O:13])[CH2:7][C:6]=2[N:5]=[CH:4][N:3]=1.[CH3:14][Mg+].[Br-], predict the reaction product.